From a dataset of Reaction yield outcomes from USPTO patents with 853,638 reactions. Predict the reaction yield, written as a fraction of the theoretical maximum amount of product (1.0 means a 100% yield; for example, 0.34 means a 34% yield). (1) The reactants are C1C(=O)N([Br:8])C(=O)C1.[Br:9][C:10]1[CH:11]=[C:12]2[C:17](=[CH:18][CH:19]=1)[N:16]=[C:15]([C:20]([O:22]CC)=[CH2:21])[CH:14]=[N:13]2. The catalyst is C1COCC1.O.CO. The product is [Br:8][CH2:22][C:20]([C:15]1[CH:14]=[N:13][C:12]2[C:17](=[CH:18][CH:19]=[C:10]([Br:9])[CH:11]=2)[N:16]=1)=[O:21]. The yield is 0.590. (2) The reactants are C[Si]([N-][Si](C)(C)C)(C)C.[Li+].[C:11]([C@@H:15]1[N:19]([C:20]2[CH:25]=[C:24]([Cl:26])[CH:23]=[C:22]([Cl:27])[CH:21]=2)[C:18](=[O:28])[C@@H:17]([CH3:29])[N:16]1[C:30](=[O:35])[C:31]([F:34])([F:33])[F:32])([CH3:14])([CH3:13])[CH3:12].[F:36][C:37]([F:48])([F:47])[O:38][C:39]1[CH:46]=[CH:45][C:42]([CH2:43]Br)=[CH:41][CH:40]=1. The catalyst is C1COCC1. The product is [C:11]([C@@H:15]1[N:19]([C:20]2[CH:21]=[C:22]([Cl:27])[CH:23]=[C:24]([Cl:26])[CH:25]=2)[C:18](=[O:28])[C@@:17]([CH3:29])([CH2:43][C:42]2[CH:45]=[CH:46][C:39]([O:38][C:37]([F:48])([F:47])[F:36])=[CH:40][CH:41]=2)[N:16]1[C:30](=[O:35])[C:31]([F:33])([F:34])[F:32])([CH3:12])([CH3:13])[CH3:14]. The yield is 0.870. (3) The reactants are [CH3:1][C:2]1[CH:7]=[CH:6][CH:5]=[CH:4][C:3]=1[CH:8]=[CH:9][C:10]([NH:12][C@H:13]([C:24]([O:26]C)=[O:25])[CH2:14][C:15]1[C:23]2[C:18](=[CH:19][CH:20]=[CH:21][CH:22]=2)[NH:17][CH:16]=1)=[O:11].[OH-].[Na+]. The yield is 0.880. The catalyst is CO. The product is [CH3:1][C:2]1[CH:7]=[CH:6][CH:5]=[CH:4][C:3]=1[CH:8]=[CH:9][C:10]([NH:12][C@H:13]([C:24]([OH:26])=[O:25])[CH2:14][C:15]1[C:23]2[C:18](=[CH:19][CH:20]=[CH:21][CH:22]=2)[NH:17][CH:16]=1)=[O:11]. (4) The reactants are [CH3:1][O:2][C:3]([C:5]1[C:9]([N+:10]([O-])=O)=[CH:8][N:7]([CH:13]2[CH2:18][CH2:17][CH2:16][CH2:15][O:14]2)[N:6]=1)=[O:4].C([O-])=O.[NH4+].O. The catalyst is C(O)C.[Pd]. The product is [CH3:1][O:2][C:3]([C:5]1[C:9]([NH2:10])=[CH:8][N:7]([CH:13]2[CH2:18][CH2:17][CH2:16][CH2:15][O:14]2)[N:6]=1)=[O:4]. The yield is 0.890. (5) The reactants are Br[C:2]1[CH:3]=[CH:4][C:5]2[O:10][CH2:9][CH2:8][N:7]([C:11]3[CH:12]=[N:13][C:14]([O:20][CH3:21])=[C:15]([CH:17]([F:19])[F:18])[CH:16]=3)[C:6]=2[C:22]=1[CH3:23].[OH-:24].[K+]. The catalyst is O.O1CCOCC1.C1C=CC(/C=C/C(/C=C/C2C=CC=CC=2)=O)=CC=1.C1C=CC(/C=C/C(/C=C/C2C=CC=CC=2)=O)=CC=1.C1C=CC(/C=C/C(/C=C/C2C=CC=CC=2)=O)=CC=1.[Pd].[Pd]. The product is [F:18][CH:17]([F:19])[C:15]1[CH:16]=[C:11]([N:7]2[C:6]3[C:22]([CH3:23])=[C:2]([OH:24])[CH:3]=[CH:4][C:5]=3[O:10][CH2:9][CH2:8]2)[CH:12]=[N:13][C:14]=1[O:20][CH3:21]. The yield is 0.520. (6) The reactants are C[Si](C)(C)CCOC(=O)[NH:7][CH:8]1[CH2:25][N:12]2[CH2:13][CH2:14][C:15]3[C:20]([CH:11]2[CH2:10][CH:9]1[NH:26][C:27]([O:29][C:30]([CH3:33])([CH3:32])[CH3:31])=[O:28])=[CH:19][C:18]([O:21][CH3:22])=[C:17]([O:23][CH3:24])[CH:16]=3.[F-].C([N+](CCCC)(CCCC)CCCC)CCC. No catalyst specified. The product is [C:30]([O:29][C:27](=[O:28])[NH:26][CH:9]1[CH:8]([NH2:7])[CH2:25][N:12]2[CH2:13][CH2:14][C:15]3[C:20]([CH:11]2[CH2:10]1)=[CH:19][C:18]([O:21][CH3:22])=[C:17]([O:23][CH3:24])[CH:16]=3)([CH3:33])([CH3:31])[CH3:32]. The yield is 0.950. (7) The reactants are [CH3:1][N:2]([S:10]([C:13]1[CH:18]=[CH:17][C:16]([F:19])=[CH:15][CH:14]=1)(=[O:12])=[O:11])[C:3]1([C:6]([O:8]C)=[O:7])[CH2:5][CH2:4]1.[OH-].[Na+]. The catalyst is O1CCOCC1. The product is [CH3:1][N:2]([S:10]([C:13]1[CH:14]=[CH:15][C:16]([F:19])=[CH:17][CH:18]=1)(=[O:12])=[O:11])[C:3]1([C:6]([OH:8])=[O:7])[CH2:5][CH2:4]1. The yield is 0.810. (8) The reactants are C[O:2][C:3](=[O:41])[C@H:4]([O:12][C:13]1[C:18]([CH:19]2[CH2:23][CH2:22][CH2:21][CH2:20]2)=[CH:17][C:16]([C:24]2[C:36]3[C:35]([CH3:37])=[C:34]([CH3:38])[S:33][C:32]=3[C:31]([Br:39])=[C:30]3[C:25]=2[CH:26]=[CH:27][CH:28]=[CH:29]3)=[CH:15][C:14]=1[Br:40])[CH2:5][C:6]1[CH:11]=[CH:10][CH:9]=[CH:8][CH:7]=1.[OH-].[K+]. The catalyst is O1CCCC1.CO. The product is [Br:40][C:14]1[CH:15]=[C:16]([C:24]2[C:36]3[C:35]([CH3:37])=[C:34]([CH3:38])[S:33][C:32]=3[C:31]([Br:39])=[C:30]3[C:25]=2[CH:26]=[CH:27][CH:28]=[CH:29]3)[CH:17]=[C:18]([CH:19]2[CH2:23][CH2:22][CH2:21][CH2:20]2)[C:13]=1[O:12][C@H:4]([CH2:5][C:6]1[CH:11]=[CH:10][CH:9]=[CH:8][CH:7]=1)[C:3]([OH:41])=[O:2]. The yield is 1.00. (9) The yield is 1.02. The reactants are Cl.[CH3:2][N:3]([CH3:10])[C:4]([NH:6][C:7](=[NH:9])[NH2:8])=[NH:5].[OH-].[Na+]. The product is [CH3:2][N:3]([CH3:10])[C:4]([NH:6][C:7](=[NH:8])[NH2:9])=[NH:5]. No catalyst specified.